Dataset: Full USPTO retrosynthesis dataset with 1.9M reactions from patents (1976-2016). Task: Predict the reactants needed to synthesize the given product. (1) Given the product [OH:8][C:9]1[C:14]2[NH:15][C:16](=[O:19])[CH2:17][O:18][C:13]=2[C:12]([CH:20]([OH:24])[CH2:21][NH:32][C:29]2([CH2:28][C:27]3[C:33]([CH3:38])=[CH:34][C:35]([CH3:37])=[CH:36][C:26]=3[CH3:25])[CH2:31][CH2:30]2)=[CH:11][CH:10]=1, predict the reactants needed to synthesize it. The reactants are: C([O:8][C:9]1[C:14]2[NH:15][C:16](=[O:19])[CH2:17][O:18][C:13]=2[C:12]([C:20](=[O:24])[CH:21](O)O)=[CH:11][CH:10]=1)C1C=CC=CC=1.[CH3:25][C:26]1[CH:36]=[C:35]([CH3:37])[CH:34]=[C:33]([CH3:38])[C:27]=1[CH2:28][C:29]1([NH2:32])[CH2:31][CH2:30]1.FC(F)(F)C([O-])=O. (2) Given the product [F:26][C:22]1([F:25])[CH2:23][CH2:24][N:20]([C:18]2[N:17]=[C:16]([NH:27][C:28]3[CH:33]=[C:32]([C:34]([F:37])([F:36])[F:35])[CH:31]=[CH:30][N:29]=3)[CH:15]=[C:14]([CH:12]3[CH2:11][CH2:10][CH2:9][N:8]([CH3:1])[CH2:13]3)[CH:19]=2)[CH2:21]1, predict the reactants needed to synthesize it. The reactants are: [CH2:1]([N:8]1[CH:13]=[C:12]([C:14]2[CH:19]=[C:18]([N:20]3[CH2:24][CH2:23][C:22]([F:26])([F:25])[CH2:21]3)[N:17]=[C:16]([NH:27][C:28]3[CH:33]=[C:32]([C:34]([F:37])([F:36])[F:35])[CH:31]=[CH:30][N:29]=3)[CH:15]=2)[CH2:11][CH2:10][CH2:9]1)C1C=CC=CC=1.CO.C(OCC)(=O)C.C(O)(=O)C. (3) The reactants are: Cl[CH2:2][C:3]([C:5]1[CH:10]=[CH:9][C:8]([NH:11][C:12](=[O:14])[CH3:13])=[CH:7][C:6]=1[CH:15]([CH3:17])[CH3:16])=[O:4].Cl.[N:19]1([C:25]2[C:29]3[CH:30]=[CH:31][CH:32]=[CH:33][C:28]=3[S:27][N:26]=2)[CH2:24][CH2:23][NH:22][CH2:21][CH2:20]1. Given the product [S:27]1[C:28]2[CH:33]=[CH:32][CH:31]=[CH:30][C:29]=2[C:25]([N:19]2[CH2:20][CH2:21][N:22]([CH2:2][C:3]([C:5]3[CH:10]=[CH:9][C:8]([NH:11][C:12](=[O:14])[CH3:13])=[CH:7][C:6]=3[CH:15]([CH3:17])[CH3:16])=[O:4])[CH2:23][CH2:24]2)=[N:26]1, predict the reactants needed to synthesize it.